This data is from HIV replication inhibition screening data with 41,000+ compounds from the AIDS Antiviral Screen. The task is: Binary Classification. Given a drug SMILES string, predict its activity (active/inactive) in a high-throughput screening assay against a specified biological target. (1) The compound is O=S(=O)(O)NCC1OC2OC3C(CNS(=O)(=O)O)OC(OC4C(CNS(=O)(=O)O)OC(OC5C(CNS(=O)(=O)O)OC(OC6C(CNS(=O)(=O)O)OC(OC7C(CNS(=O)(=O)O)OC(OC8C(CNS(=O)(=O)O)OC(OC1C(OS(=O)(=O)O)C2OS(=O)(=O)O)C(OS(=O)(=O)O)C8OS(=O)(=O)O)C(OS(=O)(=O)O)C7OS(=O)(=O)O)C(OS(=O)(=O)O)C6OS(=O)(=O)O)C(OS(=O)(=O)O)C5OS(=O)(=O)O)C(OS(=O)(=O)O)C4OS(=O)(=O)O)C(OS(=O)(=O)O)C3OS(=O)(=O)O. The result is 0 (inactive). (2) The compound is COC1OC2COc3ccccc3OC2C(NC#N)C1OC. The result is 0 (inactive).